This data is from Forward reaction prediction with 1.9M reactions from USPTO patents (1976-2016). The task is: Predict the product of the given reaction. (1) Given the reactants [C:1]1([C:7]2[S:8][C:9]([C:12]([OH:14])=O)=[CH:10][N:11]=2)[CH:6]=[CH:5][CH:4]=[CH:3][CH:2]=1.C(N(C(C)C)CC)(C)C.[CH3:24][O:25][C:26]1[CH:32]=[CH:31][C:29]([NH2:30])=[CH:28][C:27]=1[N+:33]([O-:35])=[O:34].C(P1(=O)OP(=O)(CCC)OP(=O)(CCC)O1)CC, predict the reaction product. The product is: [CH3:24][O:25][C:26]1[CH:32]=[CH:31][C:29]([NH:30][C:12]([C:9]2[S:8][C:7]([C:1]3[CH:2]=[CH:3][CH:4]=[CH:5][CH:6]=3)=[N:11][CH:10]=2)=[O:14])=[CH:28][C:27]=1[N+:33]([O-:35])=[O:34]. (2) The product is: [F:20][C:21]([F:31])([F:32])[C:22]1[CH:23]=[C:24]([NH:28][C:29](=[O:30])[NH:1][C:2]2[CH:3]=[CH:4][C:5]([C:8]3[C:16]4[C:11](=[CH:12][N:13]=[CH:14][CH:15]=4)[NH:10][C:9]=3[C:17]([NH2:19])=[O:18])=[CH:6][CH:7]=2)[CH:25]=[CH:26][CH:27]=1. Given the reactants [NH2:1][C:2]1[CH:7]=[CH:6][C:5]([C:8]2[C:16]3[C:11](=[CH:12][N:13]=[CH:14][CH:15]=3)[NH:10][C:9]=2[C:17]([NH2:19])=[O:18])=[CH:4][CH:3]=1.[F:20][C:21]([F:32])([F:31])[C:22]1[CH:23]=[C:24]([N:28]=[C:29]=[O:30])[CH:25]=[CH:26][CH:27]=1, predict the reaction product.